From a dataset of Full USPTO retrosynthesis dataset with 1.9M reactions from patents (1976-2016). Predict the reactants needed to synthesize the given product. Given the product [CH3:12][C:13]1[CH:14]=[CH:15][C:16]2[N:17]([CH:2]=[C:3]([C:5]3[CH:10]=[CH:9][C:8]([CH3:11])=[CH:7][CH:6]=3)[N:19]=2)[CH:18]=1, predict the reactants needed to synthesize it. The reactants are: Br[CH2:2][C:3]([C:5]1[CH:10]=[CH:9][C:8]([CH3:11])=[CH:7][CH:6]=1)=O.[CH3:12][C:13]1[CH:14]=[CH:15][C:16]([NH2:19])=[N:17][CH:18]=1.C(=O)([O-])O.[Na+].O.